From a dataset of CYP2C9 inhibition data for predicting drug metabolism from PubChem BioAssay. Regression/Classification. Given a drug SMILES string, predict its absorption, distribution, metabolism, or excretion properties. Task type varies by dataset: regression for continuous measurements (e.g., permeability, clearance, half-life) or binary classification for categorical outcomes (e.g., BBB penetration, CYP inhibition). Dataset: cyp2c9_veith. (1) The molecule is COc1ccc(CCN2CCC(Nc3nc4ccccc4n3Cc3ccc(F)cc3)CC2)cc1. The result is 0 (non-inhibitor). (2) The molecule is COc1ccc(NC(=O)N2CC3(CCN(C(=O)c4csnn4)CC3)C2)cc1. The result is 0 (non-inhibitor). (3) The compound is COc1ccccc1-c1cncnc1NCCN1CCOCC1. The result is 0 (non-inhibitor). (4) The compound is O=C(NC(NC(=S)Nc1cc(Cl)ccc1Cl)C(Cl)(Cl)Cl)c1ccco1. The result is 1 (inhibitor). (5) The drug is COc1cc(OC)cc(C(=O)NCC(=O)OC2CCOC2=O)c1. The result is 0 (non-inhibitor).